From a dataset of Full USPTO retrosynthesis dataset with 1.9M reactions from patents (1976-2016). Predict the reactants needed to synthesize the given product. Given the product [CH:2]([C:4]1[CH:9]=[CH:8][C:7]([C:10]2[CH:15]=[CH:14][C:13]([CH:16]=[CH2:17])=[CH:12][CH:11]=2)=[CH:6][CH:5]=1)=[CH2:3], predict the reactants needed to synthesize it. The reactants are: O[CH:2]([C:4]1[CH:9]=[CH:8][C:7]([C:10]2[CH:15]=[CH:14][C:13]([CH:16](O)[CH3:17])=[CH:12][CH:11]=2)=[CH:6][CH:5]=1)[CH3:3].C(C1C=C(O)C(=CC=1)O)(C)(C)C.CC1C=CC=CC=1C.